From a dataset of Peptide-MHC class II binding affinity with 134,281 pairs from IEDB. Regression. Given a peptide amino acid sequence and an MHC pseudo amino acid sequence, predict their binding affinity value. This is MHC class II binding data. (1) The peptide sequence is YDKQLANVSTVLTGK. The MHC is DRB1_1602 with pseudo-sequence DRB1_1602. The binding affinity (normalized) is 0.563. (2) The peptide sequence is ELRKTYNLLDAVSRH. The MHC is DRB1_0802 with pseudo-sequence DRB1_0802. The binding affinity (normalized) is 0.766. (3) The peptide sequence is SERPAIVPPADKYRT. The MHC is HLA-DQA10102-DQB10602 with pseudo-sequence HLA-DQA10102-DQB10602. The binding affinity (normalized) is 0.198. (4) The peptide sequence is GELQIVDKIVAAFKI. The MHC is DRB1_0802 with pseudo-sequence DRB1_0802. The binding affinity (normalized) is 0.579. (5) The peptide sequence is RVNNSYSLIRLSHNS. The MHC is DRB1_1101 with pseudo-sequence DRB1_1101. The binding affinity (normalized) is 0.933. (6) The peptide sequence is EKDVTDITVKNCVLK. The binding affinity (normalized) is 0.417. The MHC is HLA-DQA10102-DQB10602 with pseudo-sequence HLA-DQA10102-DQB10602.